From a dataset of Catalyst prediction with 721,799 reactions and 888 catalyst types from USPTO. Predict which catalyst facilitates the given reaction. (1) Reactant: C([O:3][P:4]([C:9]([C:12]1[CH:17]=[CH:16][C:15]([CH2:18][N:19]([CH2:32][C:33]2[CH:38]=[CH:37][CH:36]=[CH:35][CH:34]=2)[S:20]([C:23]2[CH:28]=[CH:27][CH:26]=[CH:25][C:24]=2[C:29](=[O:31])[NH2:30])(=[O:22])=[O:21])=[CH:14][C:13]=1[Cl:39])([F:11])[F:10])(=[O:8])[O:5]CC)C.C[Si](I)(C)C. Product: [CH2:32]([N:19]([CH2:18][C:15]1[CH:16]=[CH:17][C:12]([C:9]([P:4](=[O:3])([OH:5])[OH:8])([F:11])[F:10])=[C:13]([Cl:39])[CH:14]=1)[S:20]([C:23]1[CH:28]=[CH:27][CH:26]=[CH:25][C:24]=1[C:29](=[O:31])[NH2:30])(=[O:21])=[O:22])[C:33]1[CH:38]=[CH:37][CH:36]=[CH:35][CH:34]=1. The catalyst class is: 4. (2) Reactant: Cl.[NH2:2][CH2:3][C:4]1[N:5]=[CH:6][C:7]([C:10]([O:12][CH3:13])=[O:11])=[N:8][CH:9]=1.C(N(CC)CC)C.[F:21][C:22]1[CH:27]=[CH:26][C:25]([S:28](Cl)(=[O:30])=[O:29])=[CH:24][C:23]=1[Cl:32]. Product: [Cl:32][C:23]1[CH:24]=[C:25]([S:28]([NH:2][CH2:3][C:4]2[N:5]=[CH:6][C:7]([C:10]([O:12][CH3:13])=[O:11])=[N:8][CH:9]=2)(=[O:29])=[O:30])[CH:26]=[CH:27][C:22]=1[F:21]. The catalyst class is: 4.